From a dataset of NCI-60 drug combinations with 297,098 pairs across 59 cell lines. Regression. Given two drug SMILES strings and cell line genomic features, predict the synergy score measuring deviation from expected non-interaction effect. Drug 1: CC1C(C(=O)NC(C(=O)N2CCCC2C(=O)N(CC(=O)N(C(C(=O)O1)C(C)C)C)C)C(C)C)NC(=O)C3=C4C(=C(C=C3)C)OC5=C(C(=O)C(=C(C5=N4)C(=O)NC6C(OC(=O)C(N(C(=O)CN(C(=O)C7CCCN7C(=O)C(NC6=O)C(C)C)C)C)C(C)C)C)N)C. Drug 2: C1C(C(OC1N2C=C(C(=O)NC2=O)F)CO)O. Cell line: CAKI-1. Synergy scores: CSS=19.6, Synergy_ZIP=-5.90, Synergy_Bliss=-4.50, Synergy_Loewe=-7.00, Synergy_HSA=-4.20.